Task: Predict the reaction yield, written as a fraction of the theoretical maximum amount of product (1.0 means a 100% yield; for example, 0.34 means a 34% yield).. Dataset: Reaction yield outcomes from USPTO patents with 853,638 reactions (1) The reactants are [Cl:1][C:2]1[C:3]([O:12][C:13]2[CH:18]=[C:17]([O:19][CH2:20][CH2:21][O:22][CH3:23])[CH:16]=[CH:15][C:14]=2[CH2:24][CH2:25][CH2:26][OH:27])=[N:4][CH:5]=[C:6]([C:8]([F:11])([F:10])[F:9])[CH:7]=1.[CH2:28]([O:30][CH2:31][CH2:32][NH2:33])[CH3:29].Cl.CN(C)[CH:37]=[O:38]. No catalyst specified. The product is [CH2:28]([O:30][CH2:31][CH2:32][NH:33][C:37](=[O:38])[O:27][CH2:26][CH2:25][CH2:24][C:14]1[CH:15]=[CH:16][C:17]([O:19][CH2:20][CH2:21][O:22][CH3:23])=[CH:18][C:13]=1[O:12][C:3]1[C:2]([Cl:1])=[CH:7][C:6]([C:8]([F:9])([F:11])[F:10])=[CH:5][N:4]=1)[CH3:29]. The yield is 0.480. (2) The reactants are C([O-])([O-])=O.[Cs+].[Cs+].[Cl:7][C:8]1[C:23]([F:24])=[CH:22][C:11]([C:12]([NH:14][C:15]2[CH:20]=[CH:19][NH:18][C:17](=[O:21])[CH:16]=2)=[O:13])=[C:10](F)[CH:9]=1.[Cl:26][C:27]1[CH:32]=[C:31]([F:33])[CH:30]=[CH:29][C:28]=1[OH:34]. The catalyst is CN(C=O)C. The product is [Cl:7][C:8]1[C:23]([F:24])=[CH:22][C:11]([C:12]([NH:14][C:15]2[CH:20]=[CH:19][NH:18][C:17](=[O:21])[CH:16]=2)=[O:13])=[C:10]([O:34][C:28]2[CH:29]=[CH:30][C:31]([F:33])=[CH:32][C:27]=2[Cl:26])[CH:9]=1. The yield is 0.270. (3) The reactants are [Br:1][C:2]1[CH:7]=[C:6]([F:8])[CH:5]=[CH:4][C:3]=1[CH:9]1[C:14]([C:15]([O:17][CH2:18][CH3:19])=[O:16])=[C:13]([CH3:20])[NH:12][C:11]([C:21]2[S:22][C:23]([CH3:26])=[N:24][N:25]=2)=[N:10]1.C1C(=O)N([Br:34])C(=O)C1. No catalyst specified. The product is [Br:1][C:2]1[CH:7]=[C:6]([F:8])[CH:5]=[CH:4][C:3]=1[CH:9]1[C:14]([C:15]([O:17][CH2:18][CH3:19])=[O:16])=[C:13]([CH2:20][Br:34])[NH:12][C:11]([C:21]2[S:22][C:23]([CH3:26])=[N:24][N:25]=2)=[N:10]1. The yield is 0.700. (4) The reactants are [CH2:1]([O:3][C:4]1[C@H:5]([CH:13]([CH3:15])[CH3:14])[N:6]=[C:7]([O:10][CH2:11][CH3:12])[CH2:8][N:9]=1)[CH3:2].C([Li])CCC.CSC.[C:24]1(=[O:31])[CH2:30][CH2:29][CH2:28][CH2:27][CH:26]=[CH:25]1.N1C=CN=CC1. The catalyst is O1CCCC1. The product is [CH2:11]([O:10][C:7]1[C@@H:8]([CH:26]2[CH2:27][CH2:28][CH2:29][CH2:30][C:24](=[O:31])[CH2:25]2)[N:9]=[C:4]([O:3][CH2:1][CH3:2])[C@H:5]([CH:13]([CH3:14])[CH3:15])[N:6]=1)[CH3:12]. The yield is 0.720. (5) The catalyst is CS(C)=O. The product is [CH3:9][NH:8][C:6](=[O:7])[C:5]1[CH:10]=[CH:11][C:2]([N:12]2[CH2:17][CH2:16][NH:15][CH2:14][CH2:13]2)=[CH:3][CH:4]=1. The reactants are F[C:2]1[CH:11]=[CH:10][C:5]([C:6]([NH:8][CH3:9])=[O:7])=[CH:4][CH:3]=1.[NH:12]1[CH2:17][CH2:16][NH:15][CH2:14][CH2:13]1. The yield is 0.657.